Dataset: Full USPTO retrosynthesis dataset with 1.9M reactions from patents (1976-2016). Task: Predict the reactants needed to synthesize the given product. (1) Given the product [C:16]([O:15][C:13]([N:8]1[CH2:7][C:6]2[CH:5]=[CH:4][CH:3]=[C:2]([C:31]([OH:33])=[O:32])[C:12]=2[O:11][CH2:10][CH2:9]1)=[O:14])([CH3:19])([CH3:18])[CH3:17], predict the reactants needed to synthesize it. The reactants are: Br[C:2]1[C:12]2[O:11][CH2:10][CH2:9][N:8]([C:13]([O:15][C:16]([CH3:19])([CH3:18])[CH3:17])=[O:14])[CH2:7][C:6]=2[CH:5]=[CH:4][CH:3]=1.C([Li])CCC.CCCCCC.[C:31](=[O:33])=[O:32].[Cl-].[NH4+].Cl. (2) Given the product [CH3:23][O:24][CH2:25][C@H:26]([O:22][C:18]1[CH:19]=[CH:20][CH:21]=[C:16]([N+:13]([O-:15])=[O:14])[CH:17]=1)[CH3:27], predict the reactants needed to synthesize it. The reactants are: CCOC(/N=N/C(OCC)=O)=O.[N+:13]([C:16]1[CH:17]=[C:18]([OH:22])[CH:19]=[CH:20][CH:21]=1)([O-:15])=[O:14].[CH3:23][O:24][CH2:25][C@@H:26](O)[CH3:27].C1(P(C2C=CC=CC=2)C2C=CC=CC=2)C=CC=CC=1.C(=O)([O-])O.[Na+]. (3) Given the product [NH2:5][C:6]1[C:14]([CH3:15])=[CH:13][CH:12]=[CH:11][C:7]=1[C:8]([NH:20][C:19]1[CH:21]=[CH:22][CH:23]=[C:17]([Br:16])[C:18]=1[CH3:24])=[O:10], predict the reactants needed to synthesize it. The reactants are: S(Cl)(Cl)=O.[NH2:5][C:6]1[C:14]([CH3:15])=[CH:13][CH:12]=[CH:11][C:7]=1[C:8]([OH:10])=O.[Br:16][C:17]1[C:18]([CH3:24])=[C:19]([CH:21]=[CH:22][CH:23]=1)[NH2:20].C([O-])([O-])=O.[K+].[K+]. (4) Given the product [Cl:9][C:10]1[CH:15]=[CH:14][C:13]([C:2]2[C:3]([NH2:4])=[CH:5][CH:6]=[CH:7][CH:8]=2)=[CH:12][CH:11]=1, predict the reactants needed to synthesize it. The reactants are: I[C:2]1[CH:8]=[CH:7][CH:6]=[CH:5][C:3]=1[NH2:4].[Cl:9][C:10]1[CH:15]=[CH:14][C:13](B(O)O)=[CH:12][CH:11]=1.ClCCl.[OH-].[Na+]. (5) The reactants are: [CH:1]([O:4][C:5]1[CH:10]=[CH:9][CH:8]=[CH:7][C:6]=1[N:11]1[CH2:16][CH2:15][N:14]([CH2:17][CH:18]2[O:22][N:21]=[C:20]([CH2:23][N:24]3[C:32]4[C:27](=[CH:28][CH:29]=[C:30]([NH2:33])[CH:31]=4)[CH2:26][CH2:25]3)[CH2:19]2)[CH2:13][CH2:12]1)([CH3:3])[CH3:2].[F:34][C:35]1[CH:42]=[CH:41][CH:40]=[C:39]([F:43])[C:36]=1[CH:37]=O.C(O[BH-](OC(=O)C)OC(=O)C)(=O)C.[Na+].[OH-].[Na+]. Given the product [F:34][C:35]1[CH:42]=[CH:41][CH:40]=[C:39]([F:43])[C:36]=1[CH2:37][NH:33][C:30]1[CH:31]=[C:32]2[C:27]([CH2:26][CH2:25][N:24]2[CH2:23][C:20]2[CH2:19][CH:18]([CH2:17][N:14]3[CH2:13][CH2:12][N:11]([C:6]4[CH:7]=[CH:8][CH:9]=[CH:10][C:5]=4[O:4][CH:1]([CH3:3])[CH3:2])[CH2:16][CH2:15]3)[O:22][N:21]=2)=[CH:28][CH:29]=1, predict the reactants needed to synthesize it. (6) Given the product [OH:12][CH:7]([C:13]1[C:14]2[C:18]([CH:19]=[CH:20][CH:21]=1)=[N:17][N:16]([C:22]([C:23]1[CH:24]=[CH:25][CH:26]=[CH:27][CH:28]=1)([C:35]1[CH:40]=[CH:39][CH:38]=[CH:37][CH:36]=1)[C:29]1[CH:30]=[CH:31][CH:32]=[CH:33][CH:34]=1)[CH:15]=2)[CH2:8][N:9]([CH2:10][CH3:11])[C@@H:4]([CH3:3])[CH2:5][OH:6], predict the reactants needed to synthesize it. The reactants are: [BH4-].[Na+].[CH3:3][C@@H:4]1[N:9]([CH2:10][CH3:11])[CH2:8][C:7]([C:13]2[C:14]3[C:18]([CH:19]=[CH:20][CH:21]=2)=[N:17][N:16]([C:22]([C:35]2[CH:40]=[CH:39][CH:38]=[CH:37][CH:36]=2)([C:29]2[CH:34]=[CH:33][CH:32]=[CH:31][CH:30]=2)[C:23]2[CH:28]=[CH:27][CH:26]=[CH:25][CH:24]=2)[CH:15]=3)([OH:12])[O:6][CH2:5]1. (7) Given the product [CH:1]1([NH:6][C:7]2[C:12]([I:14])=[CH:11][N:10]=[C:9]([NH2:13])[N:8]=2)[CH2:2][CH2:3][CH2:4][CH2:5]1, predict the reactants needed to synthesize it. The reactants are: [CH:1]1([NH:6][C:7]2[CH:12]=[CH:11][N:10]=[C:9]([NH2:13])[N:8]=2)[CH2:5][CH2:4][CH2:3][CH2:2]1.[I:14]N1C(=O)CCC1=O.C([O-])([O-])=O.[Na+].[Na+].S([O-])([O-])=O.[Na+].[Na+]. (8) Given the product [CH:14]1([C:12]([N:8]2[C:9]3[C:4](=[C:3]([OH:18])[C:2]([C:27]4[CH:28]=[N:29][N:30]([CH:32]5[CH2:33][CH2:34][N:35]([C:38]([O:40][C:41]([CH3:44])([CH3:43])[CH3:42])=[O:39])[CH2:36][CH2:37]5)[CH:31]=4)=[CH:11][CH:10]=3)[CH2:5][CH2:6][C@@H:7]2[CH3:17])=[O:13])[CH2:16][CH2:15]1, predict the reactants needed to synthesize it. The reactants are: Br[C:2]1[C:3]([OH:18])=[C:4]2[C:9](=[CH:10][CH:11]=1)[N:8]([C:12]([CH:14]1[CH2:16][CH2:15]1)=[O:13])[C@@H:7]([CH3:17])[CH2:6][CH2:5]2.CC1(C)C(C)(C)OB([C:27]2[CH:28]=[N:29][N:30]([CH:32]3[CH2:37][CH2:36][N:35]([C:38]([O:40][C:41]([CH3:44])([CH3:43])[CH3:42])=[O:39])[CH2:34][CH2:33]3)[CH:31]=2)O1.C(=O)([O-])[O-].[Na+].[Na+].O1CCOCC1. (9) The reactants are: [CH3:1][C@@:2]1([N:10]2[C:19](=[O:20])[C:18]3[C:13](=[CH:14][CH:15]=[CH:16][C:17]=3[N+:21]([O-])=O)[N:12]=[C:11]2[CH3:24])[CH2:7][CH2:6][C:5](=[O:8])[NH:4][C:3]1=[O:9]. Given the product [NH2:21][C:17]1[CH:16]=[CH:15][CH:14]=[C:13]2[C:18]=1[C:19](=[O:20])[N:10]([C@:2]1([CH3:1])[CH2:7][CH2:6][C:5](=[O:8])[NH:4][C:3]1=[O:9])[C:11]([CH3:24])=[N:12]2, predict the reactants needed to synthesize it.